Binary Classification. Given a drug SMILES string, predict its activity (active/inactive) in a high-throughput screening assay against a specified biological target. From a dataset of Serine/threonine kinase 33 screen with 319,792 compounds. (1) The drug is O=C(N1C(CCC1)c1cc(OC)c(OC)cc1)Nc1cc(ccc1)C(=O)C. The result is 0 (inactive). (2) The drug is o1c(N2CCN(CC2)Cc2ccccc2)c(nc1COc1ccc(cc1)C)C#N. The result is 0 (inactive). (3) The compound is O=C(N1CC(N(CC)CC)CC1)CCc1oc(nn1)CCCCc1ccccc1. The result is 0 (inactive). (4) The molecule is o1[nH]\c(nc1CC)=C1\C=c2c(=NC1=O)cc(cc2)C. The result is 0 (inactive). (5) The compound is Clc1c(/C=C\C(=O)NC(CC(C)C)C(OC)=O)cccc1. The result is 0 (inactive). (6) The drug is Fc1ccc(n2ncc3C(NC(=O)CN4CCCC4=O)CC(Cc23)(C)C)cc1. The result is 0 (inactive).